Binary Classification. Given a drug SMILES string, predict its activity (active/inactive) in a high-throughput screening assay against a specified biological target. From a dataset of Cav3 T-type calcium channel HTS with 100,875 compounds. (1) The drug is s1c(ccc1C)C(OCC(=O)NCc1cc2OCOc2cc1)=O. The result is 0 (inactive). (2) The compound is s1c2c(CCCC2)c2c1nc(nc2NS(=O)(=O)c1c(F)ccc(F)c1)CN1CCOCC1. The result is 0 (inactive). (3) The compound is S(CC1OCCC1)c1c([N+]([O-])=O)cc(cc1)C(=O)NNC(=O)c1ccc(cc1)C. The result is 0 (inactive). (4) The result is 0 (inactive). The compound is Oc1c2c(n(c(=O)c1C(=O)Nc1ncccc1)C)cccc2. (5) The compound is Fc1c(N2CCN(CC2)CC(=O)Nc2ccc(OC)cc2)cccc1. The result is 0 (inactive).